Task: Predict the reaction yield, written as a fraction of the theoretical maximum amount of product (1.0 means a 100% yield; for example, 0.34 means a 34% yield).. Dataset: Reaction yield outcomes from USPTO patents with 853,638 reactions (1) The reactants are [C:1]([O:5][P:6]([O:13][C:14]1[CH:19]=[CH:18][C:17]([CH2:20][C:21]([O:23]C)=[O:22])=[CH:16][CH:15]=1)([O:8][C:9]([CH3:12])([CH3:11])[CH3:10])=[O:7])([CH3:4])([CH3:3])[CH3:2].[OH-].[Li+]. The catalyst is C1COCC1.O. The product is [C:9]([O:8][P:6]([O:13][C:14]1[CH:19]=[CH:18][C:17]([CH2:20][C:21]([OH:23])=[O:22])=[CH:16][CH:15]=1)([O:5][C:1]([CH3:4])([CH3:3])[CH3:2])=[O:7])([CH3:10])([CH3:11])[CH3:12]. The yield is 0.760. (2) The reactants are [OH:1][C:2]1[CH:3]=[C:4]([CH2:9][C@H:10]([NH:21][C:22]([O:24][C:25]([CH3:28])([CH3:27])[CH3:26])=[O:23])[C:11]([O:13][C@H:14]([CH3:20])[CH2:15][O:16][C:17](=[O:19])[CH3:18])=[O:12])[CH:5]=[CH:6][C:7]=1[OH:8].Cl[C:30]([O:32][CH2:33][CH3:34])=[O:31].C(N(CC)CC)C.[C:42]([O:45][CH2:46][CH3:47])(=[O:44])C. The catalyst is ClCCl.CCCCCC. The product is [CH2:33]([O:32][C:30]([O:1][C:2]1[CH:3]=[C:4]([CH2:9][C@H:10]([NH:21][C:22]([O:24][C:25]([CH3:27])([CH3:26])[CH3:28])=[O:23])[C:11]([O:13][C@H:14]([CH3:20])[CH2:15][O:16][C:17](=[O:19])[CH3:18])=[O:12])[CH:5]=[CH:6][C:7]=1[O:8][C:42]([O:45][CH2:46][CH3:47])=[O:44])=[O:31])[CH3:34]. The yield is 0.950. (3) The reactants are [CH3:1][O:2][C:3](=[O:10])[CH:4]=[CH:5][C:6]([CH3:9])([CH3:8])[CH3:7]. The catalyst is CO.C(OCC)(=O)C.[Pd]. The product is [CH3:1][O:2][C:3](=[O:10])[CH2:4][CH2:5][C:6]([CH3:9])([CH3:8])[CH3:7]. The yield is 0.810. (4) The reactants are [CH3:1][O:2][C:3](=[O:20])[C:4]([C:7]1[CH:12]=[CH:11][C:10]([CH2:13][CH2:14]OS(C)(=O)=O)=[CH:9][CH:8]=1)([CH3:6])[CH3:5].C(=O)([O-])[O-].[Na+].[Na+].[NH:27]1[CH2:32][CH2:31][CH:30]([C:33]2[NH:37][C:36]3[CH:38]=[CH:39][CH:40]=[CH:41][C:35]=3[N:34]=2)[CH2:29][CH2:28]1.CO. The catalyst is O. The product is [CH3:1][O:2][C:3](=[O:20])[C:4]([C:7]1[CH:12]=[CH:11][C:10]([CH2:13][CH2:14][N:27]2[CH2:28][CH2:29][CH:30]([C:33]3[NH:34][C:35]4[CH:41]=[CH:40][CH:39]=[CH:38][C:36]=4[N:37]=3)[CH2:31][CH2:32]2)=[CH:9][CH:8]=1)([CH3:6])[CH3:5]. The yield is 0.850.